Dataset: Merck oncology drug combination screen with 23,052 pairs across 39 cell lines. Task: Regression. Given two drug SMILES strings and cell line genomic features, predict the synergy score measuring deviation from expected non-interaction effect. (1) Drug 1: O=c1[nH]cc(F)c(=O)[nH]1. Drug 2: Cn1c(=O)n(-c2ccc(C(C)(C)C#N)cc2)c2c3cc(-c4cnc5ccccc5c4)ccc3ncc21. Cell line: SKMES1. Synergy scores: synergy=21.3. (2) Drug 1: CN1C(=O)C=CC2(C)C3CCC4(C)C(NC(=O)OCC(F)(F)F)CCC4C3CCC12. Drug 2: CCC1(O)CC2CN(CCc3c([nH]c4ccccc34)C(C(=O)OC)(c3cc4c(cc3OC)N(C)C3C(O)(C(=O)OC)C(OC(C)=O)C5(CC)C=CCN6CCC43C65)C2)C1. Cell line: SW620. Synergy scores: synergy=-0.791. (3) Drug 1: CS(=O)(=O)CCNCc1ccc(-c2ccc3ncnc(Nc4ccc(OCc5cccc(F)c5)c(Cl)c4)c3c2)o1. Drug 2: O=C(NOCC(O)CO)c1ccc(F)c(F)c1Nc1ccc(I)cc1F. Cell line: NCIH1650. Synergy scores: synergy=16.0. (4) Drug 1: CN(C)C(=N)N=C(N)N. Drug 2: C#Cc1cccc(Nc2ncnc3cc(OCCOC)c(OCCOC)cc23)c1. Cell line: HT29. Synergy scores: synergy=-2.77.